Dataset: Full USPTO retrosynthesis dataset with 1.9M reactions from patents (1976-2016). Task: Predict the reactants needed to synthesize the given product. (1) Given the product [CH3:10][O:9][C:5]1[CH:6]=[CH:7][CH:8]=[C:3]([O:2][CH3:1])[C:4]=1[C:11]1[C:19]2[C:14](=[N:15][CH:16]=[C:17]([C:20]3[CH:21]=[C:22]([C:26]([N:28]4[CH2:29][CH2:30][N:31]([CH2:34][CH2:35][N:36]([CH3:38])[CH3:37])[CH2:32][CH2:33]4)=[O:27])[CH:23]=[CH:24][CH:25]=3)[CH:18]=2)[NH:13][N:12]=1, predict the reactants needed to synthesize it. The reactants are: [CH3:1][O:2][C:3]1[CH:8]=[CH:7][CH:6]=[C:5]([O:9][CH3:10])[C:4]=1[C:11]1[C:19]2[C:14](=[N:15][CH:16]=[C:17]([C:20]3[CH:21]=[C:22]([C:26]([N:28]4[CH2:33][CH2:32][N:31]([CH2:34][CH2:35][N:36]([CH3:38])[CH3:37])[CH2:30][CH2:29]4)=[O:27])[CH:23]=[CH:24][CH:25]=3)[CH:18]=2)[N:13](COCC[Si](C)(C)C)[N:12]=1.[OH-].[Na+]. (2) The reactants are: [N:1]1[C:9]2[C:4](=[N:5][CH:6]=[CH:7][CH:8]=2)[S:3][C:2]=1[N:10]=[C:11](SC)SC.Cl.Cl.[NH2:18][CH2:19][C@@:20]1([OH:28])[CH:25]2[CH2:26][CH2:27][N:22]([CH2:23][CH2:24]2)[CH2:21]1.C(=O)([O-])[O-].[Cs+].[Cs+].O. Given the product [N:1]1[C:9]2[C:4](=[N:5][CH:6]=[CH:7][CH:8]=2)[S:3][C:2]=1[NH:10][C:11]1[O:28][C@:20]2([CH2:19][N:18]=1)[CH:25]1[CH2:26][CH2:27][N:22]([CH2:23][CH2:24]1)[CH2:21]2, predict the reactants needed to synthesize it. (3) Given the product [CH2:2]([O:4][C:5]([C:7]1[C:8]2[S:16][CH:15]=[C:14]([CH2:17][O:18][C:19]3[CH:24]=[C:23]([O:25][CH2:26][C:27]4[CH:28]=[CH:29][C:30]([Cl:33])=[CH:31][CH:32]=4)[CH:22]=[CH:21][C:20]=3[Cl:34])[C:9]=2[C:10]([NH2:1])=[N:11][CH:12]=1)=[O:6])[CH3:3], predict the reactants needed to synthesize it. The reactants are: [NH3:1].[CH2:2]([O:4][C:5]([C:7]1[C:8]2[S:16][CH:15]=[C:14]([CH2:17][O:18][C:19]3[CH:24]=[C:23]([O:25][CH2:26][C:27]4[CH:32]=[CH:31][C:30]([Cl:33])=[CH:29][CH:28]=4)[CH:22]=[CH:21][C:20]=3[Cl:34])[C:9]=2[C:10](Cl)=[N:11][CH:12]=1)=[O:6])[CH3:3].